This data is from Forward reaction prediction with 1.9M reactions from USPTO patents (1976-2016). The task is: Predict the product of the given reaction. (1) Given the reactants [NH2:1][C:2]1[CH:7]=[CH:6][C:5]([CH2:8][C:9]([OH:11])=[O:10])=[CH:4][CH:3]=1.[Br:12][C:13]1[CH:14]=[N:15][C:16](Cl)=[N:17][CH:18]=1.CC1C=CC(S(O)(=O)=O)=CC=1.CS(C)=O, predict the reaction product. The product is: [Br:12][C:13]1[CH:14]=[N:15][C:16]([NH:1][C:2]2[CH:3]=[CH:4][C:5]([CH2:8][C:9]([OH:11])=[O:10])=[CH:6][CH:7]=2)=[N:17][CH:18]=1. (2) Given the reactants C([Li])(CC)C.C1CCCCC1.[Cl:12][C:13]1[CH:28]=[CH:27][C:16]([O:17][C:18]2[CH:23]=[N:22][CH:21]=[C:20]3[S:24][CH:25]=[CH:26][C:19]=23)=[CH:15][CH:14]=1.[B:29](OCCCC)([O:35]CCCC)[O:30]CCCC, predict the reaction product. The product is: [Cl:12][C:13]1[CH:28]=[CH:27][C:16]([O:17][C:18]2[CH:23]=[N:22][CH:21]=[C:20]3[S:24][C:25]([B:29]([OH:35])[OH:30])=[CH:26][C:19]=23)=[CH:15][CH:14]=1. (3) Given the reactants [H-].[Na+].[CH:3]1([C:9](=[O:17])[CH2:10]P(=O)(OC)OC)[CH2:8][CH2:7][CH2:6][CH2:5][CH2:4]1.[C:18]1([C:24]([C:44]2[CH:49]=[CH:48][CH:47]=[CH:46][CH:45]=2)([C:38]2[CH:43]=[CH:42][CH:41]=[CH:40][CH:39]=2)[N:25]2[CH:29]=[C:28]([C:30]3[CH:35]=[CH:34][N:33]=[CH:32][C:31]=3[CH:36]=O)[N:27]=[CH:26]2)[CH:23]=[CH:22][CH:21]=[CH:20][CH:19]=1, predict the reaction product. The product is: [CH:3]1([C:9](=[O:17])[CH:10]=[CH:36][C:31]2[CH:32]=[N:33][CH:34]=[CH:35][C:30]=2[C:28]2[N:27]=[CH:26][N:25]([C:24]([C:44]3[CH:49]=[CH:48][CH:47]=[CH:46][CH:45]=3)([C:18]3[CH:19]=[CH:20][CH:21]=[CH:22][CH:23]=3)[C:38]3[CH:43]=[CH:42][CH:41]=[CH:40][CH:39]=3)[CH:29]=2)[CH2:8][CH2:7][CH2:6][CH2:5][CH2:4]1. (4) Given the reactants [Br:1][C:2]1[CH:3]=[CH:4][C:5]([N:8]2[CH2:13][CH2:12][CH:11](O)[CH2:10][CH2:9]2)=[N:6][CH:7]=1.CC(C)([O-])C.[K+].F[C:22]1[CH:27]=[CH:26][CH:25]=[CH:24][C:23]=1[C:28]([F:31])([F:30])[F:29], predict the reaction product. The product is: [Br:1][C:2]1[CH:3]=[CH:4][C:5]([N:8]2[CH2:13][CH2:12][CH:11]([C:22]3[CH:27]=[CH:26][CH:25]=[CH:24][C:23]=3[C:28]([F:31])([F:30])[F:29])[CH2:10][CH2:9]2)=[N:6][CH:7]=1.